Dataset: Forward reaction prediction with 1.9M reactions from USPTO patents (1976-2016). Task: Predict the product of the given reaction. (1) Given the reactants [C:1]([O:5][C:6]([NH:8][C@@H:9]([CH2:21][CH2:22][C:23]1[N:27]([CH2:28][CH2:29][CH3:30])[C:26]2[CH:31]=[CH:32][CH:33]=[CH:34][C:25]=2[N:24]=1)[C:10]([NH:12][O:13]CC1C=CC=CC=1)=[O:11])=[O:7])([CH3:4])([CH3:3])[CH3:2], predict the reaction product. The product is: [C:1]([O:5][C:6]([NH:8][C@@H:9]([CH2:21][CH2:22][C:23]1[N:27]([CH2:28][CH2:29][CH3:30])[C:26]2[CH:31]=[CH:32][CH:33]=[CH:34][C:25]=2[N:24]=1)[C:10]([NH:12][OH:13])=[O:11])=[O:7])([CH3:2])([CH3:3])[CH3:4]. (2) The product is: [CH2:20]([O:1][C@@H:2]1[CH2:6][N:5]([C:7]([O:9][C:10]([CH3:11])([CH3:12])[CH3:13])=[O:8])[C@H:4]([C:14]([O:16][CH3:17])=[O:15])[CH2:3]1)[CH:19]=[CH2:18]. Given the reactants [OH:1][C@@H:2]1[CH2:6][N:5]([C:7]([O:9][C:10]([CH3:13])([CH3:12])[CH3:11])=[O:8])[C@H:4]([C:14]([O:16][CH3:17])=[O:15])[CH2:3]1.[CH2:18](Br)[CH:19]=[CH2:20].CCN(CC)CC, predict the reaction product.